This data is from Full USPTO retrosynthesis dataset with 1.9M reactions from patents (1976-2016). The task is: Predict the reactants needed to synthesize the given product. (1) Given the product [F:19][C:16]([F:17])([F:18])[C:13]1[CH:14]=[CH:15][C:10]([C:5]2[CH:4]=[C:3]3[C:8](=[CH:7][CH:6]=2)[NH:9][C:21](=[S:22])[NH:1][CH2:2]3)=[CH:11][CH:12]=1, predict the reactants needed to synthesize it. The reactants are: [NH2:1][CH2:2][C:3]1[CH:4]=[C:5]([C:10]2[CH:15]=[CH:14][C:13]([C:16]([F:19])([F:18])[F:17])=[CH:12][CH:11]=2)[CH:6]=[CH:7][C:8]=1[NH2:9].O(CC)[C:21]([S-])=[S:22].[K+]. (2) The reactants are: [Br:1][C:2]1[CH:3]=[CH:4][C:5]([CH:8]=[N:9][OH:10])=[N:6][CH:7]=1.[Cl:11]N1C(=O)CCC1=O. Given the product [Br:1][C:2]1[CH:3]=[CH:4][C:5]([C:8]([Cl:11])=[N:9][OH:10])=[N:6][CH:7]=1, predict the reactants needed to synthesize it. (3) Given the product [Br:1][C:2]1[CH:3]=[CH:4][C:5](/[CH:8]=[CH:11]/[C:12]([O:14][CH2:15][CH3:16])=[O:13])=[N:6][CH:7]=1, predict the reactants needed to synthesize it. The reactants are: [Br:1][C:2]1[CH:3]=[CH:4][C:5]([CH:8]=O)=[N:6][CH:7]=1.Br[CH2:11][C:12]([O:14][CH2:15][CH3:16])=[O:13].C([O-])(O)=O.[Na+].C1C=CC(P(C2C=CC=CC=2)C2C=CC=CC=2)=CC=1. (4) Given the product [CH2:2]([N:9]1[CH2:13][CH2:12][C@@H:11]([NH2:1])[CH2:10]1)[C:3]1[CH:8]=[CH:7][CH:6]=[CH:5][CH:4]=1, predict the reactants needed to synthesize it. The reactants are: [NH3:1].[CH2:2]([N:9]1[CH2:13][CH2:12][C@H:11](OS(C)(=O)=O)[CH2:10]1)[C:3]1[CH:8]=[CH:7][CH:6]=[CH:5][CH:4]=1. (5) Given the product [F:21][C:22]1[CH:23]=[CH:24][C:25]([O:30][CH3:31])=[C:26]([CH:27]([OH:28])[C:34](=[S:35])[N:33]([CH3:36])[CH3:32])[CH:29]=1, predict the reactants needed to synthesize it. The reactants are: C([N-]C(C)C)(C)C.[Li+].C1COCC1.CCCCCCC.[F:21][C:22]1[CH:23]=[CH:24][C:25]([O:30][CH3:31])=[C:26]([CH:29]=1)[CH:27]=[O:28].[CH3:32][N:33]([CH3:36])[CH:34]=[S:35]. (6) Given the product [S:13]1[C:12]2[C:2]3[CH:3]=[N:4][CH:5]=[CH:6][C:7]=3[O:8][CH2:9][CH2:10][C:11]=2[CH:15]=[CH:14]1, predict the reactants needed to synthesize it. The reactants are: I[C:2]1[CH:3]=[N:4][CH:5]=[CH:6][C:7]=1[O:8][CH2:9][CH2:10][C:11]1[CH:15]=[CH:14][S:13][CH:12]=1.C1(P(C2C=CC=CC=2)C2C=CC=CC=2)C=CC=CC=1.C(=O)([O-])[O-].[K+].[K+].CN(C)C=O. (7) Given the product [CH3:12][C:13]([CH3:30])([CH3:29])[C:14]([O:16][CH2:17][O:18][C:19]([CH:10]([NH2:11])[C@H:2]1[CH2:3][CH2:4][C@H:5]([C:7]([OH:9])=[O:8])[CH2:6][CH2:1]1)=[O:20])=[O:15], predict the reactants needed to synthesize it. The reactants are: [CH2:1]1[CH2:6][C@H:5]([C:7]([OH:9])=[O:8])[CH2:4][CH2:3][C@H:2]1[CH2:10][NH2:11].[CH3:12][C:13]([CH3:30])([CH3:29])[C:14]([O:16][CH2:17][O:18][C:19](ON1C(=O)CCC1=O)=[O:20])=[O:15]. (8) Given the product [C:21]([C:2]1[CH:7]=[C:6]([O:8][CH3:9])[C:5]([O:10][CH3:11])=[CH:4][C:3]=1[N+:12]([O-:14])=[O:13])([CH3:23])=[CH2:22], predict the reactants needed to synthesize it. The reactants are: Br[C:2]1[CH:7]=[C:6]([O:8][CH3:9])[C:5]([O:10][CH3:11])=[CH:4][C:3]=1[N+:12]([O-:14])=[O:13].C(=O)([O-])[O-].[K+].[K+].[C:21](B1OC(C)(C)C(C)(C)O1)([CH3:23])=[CH2:22]. (9) Given the product [CH3:14][CH:12]([S:15]([C:18]1[CH:23]=[CH:22][C:21]([C:2]2[C:3]3[N:4]([N:8]=[C:9]([NH2:11])[N:10]=3)[CH:5]=[CH:6][CH:7]=2)=[CH:20][CH:19]=1)(=[O:16])=[O:17])[CH3:13], predict the reactants needed to synthesize it. The reactants are: Br[C:2]1[C:3]2[N:4]([N:8]=[C:9]([NH2:11])[N:10]=2)[CH:5]=[CH:6][CH:7]=1.[CH:12]([S:15]([C:18]1[CH:23]=[CH:22][C:21](B(O)O)=[CH:20][CH:19]=1)(=[O:17])=[O:16])([CH3:14])[CH3:13].